Dataset: Forward reaction prediction with 1.9M reactions from USPTO patents (1976-2016). Task: Predict the product of the given reaction. Given the reactants [Cl:1][C:2]1[C:3]([N:11]2[CH2:16][CH2:15][CH:14]([OH:17])[CH2:13][CH2:12]2)=[N:4][CH:5]=[C:6]([N+:8]([O-:10])=[O:9])[CH:7]=1.[C:18](Cl)(=[O:25])[C:19]1[CH:24]=[CH:23][CH:22]=[CH:21][CH:20]=1.O, predict the reaction product. The product is: [Cl:1][C:2]1[C:3]([N:11]2[CH2:12][CH2:13][CH:14]([O:17][C:18](=[O:25])[C:19]3[CH:24]=[CH:23][CH:22]=[CH:21][CH:20]=3)[CH2:15][CH2:16]2)=[N:4][CH:5]=[C:6]([N+:8]([O-:10])=[O:9])[CH:7]=1.